This data is from Peptide-MHC class I binding affinity with 185,985 pairs from IEDB/IMGT. The task is: Regression. Given a peptide amino acid sequence and an MHC pseudo amino acid sequence, predict their binding affinity value. This is MHC class I binding data. (1) The peptide sequence is ELVNQIIEQL. The MHC is HLA-B14:02 with pseudo-sequence HLA-B14:02. The binding affinity (normalized) is 0.209. (2) The peptide sequence is AVNKSNKPLK. The MHC is HLA-A68:01 with pseudo-sequence HLA-A68:01. The binding affinity (normalized) is 0.197. (3) The peptide sequence is SLLRGLIFY. The MHC is HLA-B39:01 with pseudo-sequence HLA-B39:01. The binding affinity (normalized) is 0.0847. (4) The peptide sequence is AVSKNRRQL. The MHC is HLA-B27:05 with pseudo-sequence HLA-B27:05. The binding affinity (normalized) is 0.0847.